From a dataset of Reaction yield outcomes from USPTO patents with 853,638 reactions. Predict the reaction yield, written as a fraction of the theoretical maximum amount of product (1.0 means a 100% yield; for example, 0.34 means a 34% yield). (1) The reactants are [Mg].II.Br[C:5]1[CH:6]=[C:7]([CH:16]=[CH:17][CH:18]=1)[O:8][Si:9]([C:12]([CH3:15])([CH3:14])[CH3:13])([CH3:11])[CH3:10].[O:19]=[C:20]([C:32]1[CH:37]=[CH:36][CH:35]=[CH:34][CH:33]=1)[C:21]([O:23][C@@H:24]1[CH:29]2[CH2:30][CH2:31][N:26]([CH2:27][CH2:28]2)[CH2:25]1)=[O:22]. The catalyst is C1COCC1. The product is [Si:9]([O:8][C:7]1[CH:6]=[C:5]([C:20]([OH:19])([C:32]2[CH:37]=[CH:36][CH:35]=[CH:34][CH:33]=2)[C:21]([O:23][C@@H:24]2[CH:29]3[CH2:30][CH2:31][N:26]([CH2:27][CH2:28]3)[CH2:25]2)=[O:22])[CH:18]=[CH:17][CH:16]=1)([C:12]([CH3:15])([CH3:14])[CH3:13])([CH3:11])[CH3:10]. The yield is 0.785. (2) The reactants are C[O:2][C:3]([C:5]1[S:6][C:7]([C:11](=[O:24])[NH:12][CH2:13][C:14]2[CH:22]=[CH:21][CH:20]=[C:19]3[C:15]=2[CH2:16][C:17](=[O:23])[NH:18]3)=[CH:8][C:9]=1[CH3:10])=[O:4].O[Li].O. The catalyst is C1COCC1.O. The product is [CH3:10][C:9]1[CH:8]=[C:7]([C:11](=[O:24])[NH:12][CH2:13][C:14]2[CH:22]=[CH:21][CH:20]=[C:19]3[C:15]=2[CH2:16][C:17](=[O:23])[NH:18]3)[S:6][C:5]=1[C:3]([OH:4])=[O:2]. The yield is 0.950. (3) The reactants are [Cl:1][C:2]1[CH:3]=[C:4]([CH3:29])[C:5]2[N:10]=[C:9]([C:11]3[N:15]([C:16]4[C:21]([Cl:22])=[CH:20][CH:19]=[CH:18][N:17]=4)[N:14]=[C:13]([C:23]([F:26])([F:25])[F:24])[CH:12]=3)[O:8][C:7](=[O:27])[C:6]=2[CH:28]=1.[NH2:30][C:31]1([CH3:35])[CH2:34][S:33][CH2:32]1.O. The catalyst is O1CCCC1. The product is [Cl:1][C:2]1[CH:28]=[C:6]([C:7](=[O:27])[NH:30][C:31]2([CH3:35])[CH2:34][S:33][CH2:32]2)[C:5]([NH:10][C:9]([C:11]2[N:15]([C:16]3[C:21]([Cl:22])=[CH:20][CH:19]=[CH:18][N:17]=3)[N:14]=[C:13]([C:23]([F:26])([F:25])[F:24])[CH:12]=2)=[O:8])=[C:4]([CH3:29])[CH:3]=1. The yield is 0.400. (4) The reactants are C[O:2][C:3]([C:5]1[C:13]([NH:14][C:15]2[CH:20]=[CH:19][C:18]([Br:21])=[CH:17][C:16]=2[CH3:22])=[C:12]([F:23])[C:8]2[NH:9][CH:10]=[N:11][C:7]=2[CH:6]=1)=[O:4].[OH-].[Na+].Cl. The catalyst is CO.C(OCC)(=O)C.O. The product is [F:23][C:12]1[C:8]2[NH:9][CH:10]=[N:11][C:7]=2[CH:6]=[C:5]([C:3]([OH:4])=[O:2])[C:13]=1[NH:14][C:15]1[CH:20]=[CH:19][C:18]([Br:21])=[CH:17][C:16]=1[CH3:22]. The yield is 0.950. (5) The reactants are Br[C:2]1[CH:10]=[C:9]2[C:5]([CH2:6][C:7]3([CH2:17][CH2:16][CH2:15][C:14]4[CH:18]=[CH:19][CH:20]=[CH:21][C:13]=4[CH2:12]3)[C:8]2=[O:11])=[CH:4][CH:3]=1.[C:22]([C:24]1[CH:25]=[C:26](B(O)O)[CH:27]=[CH:28][CH:29]=1)#[N:23]. The catalyst is C([O-])([O-])=O.[Cs+].[Cs+].O1CCOCC1.Cl[Pd](Cl)([P](C1C=CC=CC=1)(C1C=CC=CC=1)C1C=CC=CC=1)[P](C1C=CC=CC=1)(C1C=CC=CC=1)C1C=CC=CC=1. The product is [O:11]=[C:8]1[C:9]2[C:5](=[CH:4][CH:3]=[C:2]([C:28]3[CH:29]=[C:24]([CH:25]=[CH:26][CH:27]=3)[C:22]#[N:23])[CH:10]=2)[CH2:6][C:7]21[CH2:12][CH2:18][CH2:19][C:20]1[CH:21]=[CH:13][CH:14]=[CH:15][C:16]=1[CH2:17]2. The yield is 0.560. (6) The reactants are [Cl:1][C:2]1[C:7]([O:8][CH3:9])=[CH:6][C:5]([O:10][CH3:11])=[C:4]([Cl:12])[C:3]=1[C:13]1[C:24](=[O:25])[N:23]([CH2:26][CH2:27][N:28]2[CH2:33][CH2:32][N:31](C(OC(C)(C)C)=O)[CH2:30][CH2:29]2)[C:16]2[N:17]=[C:18]([NH:21][CH3:22])[N:19]=[CH:20][C:15]=2[CH:14]=1.FC(F)(F)C(O)=O.C([O-])(O)=O.[Na+]. The catalyst is C(Cl)Cl. The product is [Cl:1][C:2]1[C:7]([O:8][CH3:9])=[CH:6][C:5]([O:10][CH3:11])=[C:4]([Cl:12])[C:3]=1[C:13]1[C:24](=[O:25])[N:23]([CH2:26][CH2:27][N:28]2[CH2:33][CH2:32][NH:31][CH2:30][CH2:29]2)[C:16]2[N:17]=[C:18]([NH:21][CH3:22])[N:19]=[CH:20][C:15]=2[CH:14]=1. The yield is 0.960. (7) No catalyst specified. The product is [NH2:1][C:2]1[C:3]2[N:4]([C:8]([C@@H:26]3[CH2:31][CH2:30][CH2:29][CH2:28][N:27]3[C:37](=[O:38])/[CH:36]=[CH:35]/[CH2:34][O:33][CH3:32])=[N:9][C:10]=2[C:11]2[CH:25]=[CH:24][C:14]([C:15]([NH:17][C:18]3[CH:23]=[CH:22][CH:21]=[CH:20][N:19]=3)=[O:16])=[CH:13][CH:12]=2)[CH:5]=[CH:6][N:7]=1. The reactants are [NH2:1][C:2]1[C:3]2[N:4]([C:8]([C@@H:26]3[CH2:31][CH2:30][CH2:29][CH2:28][NH:27]3)=[N:9][C:10]=2[C:11]2[CH:25]=[CH:24][C:14]([C:15]([NH:17][C:18]3[CH:23]=[CH:22][CH:21]=[CH:20][N:19]=3)=[O:16])=[CH:13][CH:12]=2)[CH:5]=[CH:6][N:7]=1.[CH3:32][O:33][CH2:34]/[CH:35]=[CH:36]/[C:37](O)=[O:38]. The yield is 0.543. (8) The reactants are Cl[C:2]1[C:11]2[C:6](=[CH:7][C:8]([Cl:12])=[CH:9][CH:10]=2)[CH:5]=[CH:4][N:3]=1.[NH:13]1[CH2:18][CH2:17][NH:16][CH2:15][CH:14]1[C:19]([NH2:21])=[O:20].C([O-])([O-])=O.[K+].[K+]. The catalyst is CS(C)=O.C(OCC)(=O)C. The product is [Cl:12][C:8]1[CH:7]=[C:6]2[C:11](=[CH:10][CH:9]=1)[C:2]([N:16]1[CH2:17][CH2:18][NH:13][CH:14]([C:19]([NH2:21])=[O:20])[CH2:15]1)=[N:3][CH:4]=[CH:5]2. The yield is 0.120. (9) The reactants are [C:1]([O:4][C:5]1[C:14]2[C:9](=[CH:10][CH:11]=[CH:12][CH:13]=2)[C:8]([O:15]C(=O)C)=[CH:7][C:6]=1[CH3:19])(=[O:3])[CH3:2].C(=O)([O-])[O-].[K+].[K+].O.Cl. The catalyst is CO. The product is [C:1]([O:4][C:5]1[C:14]2[C:9](=[CH:10][CH:11]=[CH:12][CH:13]=2)[C:8]([OH:15])=[CH:7][C:6]=1[CH3:19])(=[O:3])[CH3:2]. The yield is 1.00.